From a dataset of Reaction yield outcomes from USPTO patents with 853,638 reactions. Predict the reaction yield, written as a fraction of the theoretical maximum amount of product (1.0 means a 100% yield; for example, 0.34 means a 34% yield). (1) The reactants are [H-].[Na+].[Cl-:3].[CH3:4][Si:5]([CH3:30])([CH3:29])[CH2:6][CH2:7][O:8][CH2:9][P+](C1C=CC=CC=1)(C1C=CC=CC=1)C1C=CC=CC=1.[CH2:31]([O:33][C:34]([C:36]1[C:40]([CH:41]=O)=[C:39]([C:43]2[CH:48]=[CH:47][C:46](Cl)=[CH:45][CH:44]=2)[N:38]([C:50]2[CH:55]=[CH:54][CH:53]=[CH:52][C:51]=2Cl)N=1)=[O:35])[CH3:32].[Cl-:57].[NH4+:58]. The catalyst is CS(C)=O. The product is [CH2:31]([O:33][C:34]([C:36]1[C:40]([CH:41]=[CH:9][O:8][CH2:7][CH2:6][Si:5]([CH3:30])([CH3:29])[CH3:4])=[C:39]([C:43]2[CH:48]=[CH:47][C:46]([Cl:3])=[CH:45][CH:44]=2)[N:38]([C:50]2[CH:55]=[CH:54][CH:53]=[CH:52][C:51]=2[Cl:57])[N:58]=1)=[O:35])[CH3:32]. The yield is 0.300. (2) The reactants are [NH2:1][C:2]1[CH:3]=[C:4]2[C:9](=[CH:10][CH:11]=1)[N:8]=[CH:7][C:6]([C:12]#[N:13])=[C:5]2[NH:14][C:15]1[CH:20]=[CH:19][C:18]([F:21])=[C:17]([Cl:22])[CH:16]=1.[C:23]([O:27][C:28]([N:30]1[CH2:35][CH2:34][CH2:33][CH:32]([CH:36]=O)[CH2:31]1)=[O:29])([CH3:26])([CH3:25])[CH3:24].[BH3-]C#N.[Na+]. The catalyst is CCO. The product is [C:23]([O:27][C:28]([N:30]1[CH2:35][CH2:34][CH2:33][CH:32]([CH2:36][NH:1][C:2]2[CH:3]=[C:4]3[C:9](=[CH:10][CH:11]=2)[N:8]=[CH:7][C:6]([C:12]#[N:13])=[C:5]3[NH:14][C:15]2[CH:20]=[CH:19][C:18]([F:21])=[C:17]([Cl:22])[CH:16]=2)[CH2:31]1)=[O:29])([CH3:26])([CH3:24])[CH3:25]. The yield is 0.160. (3) The reactants are [Cl:1][CH2:2][CH2:3][N:4]=[C:5]=[O:6].[CH3:7][C:8]1[CH:13]=[CH:12][N:11]=[CH:10][C:9]=1[NH2:14].CO. The catalyst is C1(C)C=CC=CC=1.C(Cl)(Cl)Cl. The product is [Cl:1][CH2:2][CH2:3][NH:4][C:5]([NH:14][C:9]1[CH:10]=[N:11][CH:12]=[CH:13][C:8]=1[CH3:7])=[O:6]. The yield is 0.860. (4) The reactants are Cl[S:2]([OH:5])(=[O:4])=[O:3].[NH2:6][C:7]1[CH:8]=[CH:9][CH:10]=[C:11]2[C:16]=1[N:15]=[CH:14][CH:13]=[CH:12]2.P(Cl)(Cl)(Cl)(Cl)Cl.[C:23]1(O)[CH:28]=[CH:27][CH:26]=[CH:25][CH:24]=1. The catalyst is C(Cl)Cl.O. The product is [C:23]1([O:5][S:2](=[O:4])(=[O:3])[NH:6][C:7]2[CH:8]=[CH:9][CH:10]=[C:11]3[C:16]=2[N:15]=[CH:14][CH:13]=[CH:12]3)[CH:28]=[CH:27][CH:26]=[CH:25][CH:24]=1. The yield is 0.0800. (5) The reactants are [C:1]([C:4]1[CH:5]=[C:6]([CH3:35])[C:7]2[N:11]=[C:10]([CH2:12][CH2:13][CH3:14])[N:9]([CH2:15][C:16]3[CH:33]=[CH:32][C:19]4/[C:20](=[CH:29]/[C:30]#[N:31])/[C:21]5[CH:28]=[CH:27][CH:26]=[CH:25][C:22]=5[CH2:23][CH2:24][C:18]=4[CH:17]=3)[C:8]=2[CH:34]=1)(O)=O.[OH2:36].[NH2:37][NH2:38]. The catalyst is ClCCl. The product is [CH3:35][C:6]1[C:7]2[N:11]=[C:10]([CH2:12][CH2:13][CH3:14])[N:9]([CH2:15][C:16]3[CH:33]=[CH:32][C:19]4/[C:20](=[CH:29]/[C:30]#[N:31])/[C:21]5[CH:28]=[CH:27][CH:26]=[CH:25][C:22]=5[CH2:23][CH2:24][C:18]=4[CH:17]=3)[C:8]=2[CH:34]=[C:4]([C:1]([NH:37][NH2:38])=[O:36])[CH:5]=1. The yield is 0.880. (6) The reactants are [Br:1][C:2]1[CH:21]=[CH:20][C:5]([O:6][C:7]2[N:14]=[C:13]([N:15]([CH2:17][CH2:18][OH:19])[CH3:16])[CH:12]=[CH:11][C:8]=2[C:9]#[N:10])=[CH:4][C:3]=1[CH:22]1OCC[O:23]1.Cl. The catalyst is C1COCC1. The product is [Br:1][C:2]1[CH:21]=[CH:20][C:5]([O:6][C:7]2[N:14]=[C:13]([N:15]([CH2:17][CH2:18][OH:19])[CH3:16])[CH:12]=[CH:11][C:8]=2[C:9]#[N:10])=[CH:4][C:3]=1[CH:22]=[O:23]. The yield is 0.890. (7) The reactants are [C:1]([C:4]1[C:9]2[N:10]=[C:11]([C:13]3[CH:18]=[CH:17][C:16]([O:19]C)=[CH:15][CH:14]=3)[S:12][C:8]=2[CH:7]=[C:6]([O:21]C)[CH:5]=1)([OH:3])=[O:2].B(Br)(Br)Br. No catalyst specified. The product is [C:1]([C:4]1[C:9]2[N:10]=[C:11]([C:13]3[CH:18]=[CH:17][C:16]([OH:19])=[CH:15][CH:14]=3)[S:12][C:8]=2[CH:7]=[C:6]([OH:21])[CH:5]=1)([OH:3])=[O:2]. The yield is 0.740. (8) The reactants are [H-].[Na+].[P:3]([O-:14])([O:9][C:10]([CH3:13])([CH3:12])[CH3:11])[O:4][C:5]([CH3:8])([CH3:7])[CH3:6].[N:15]1[CH:20]=[CH:19][CH:18]=[CH:17][C:16]=1[C:21]1[CH:28]=[CH:27][C:24]([CH:25]=[O:26])=[CH:23][CH:22]=1. The catalyst is C1COCC1. The product is [C:5]([O:4][P:3]([CH:25]([OH:26])[C:24]1[CH:27]=[CH:28][C:21]([C:16]2[CH:17]=[CH:18][CH:19]=[CH:20][N:15]=2)=[CH:22][CH:23]=1)(=[O:14])[O:9][C:10]([CH3:13])([CH3:12])[CH3:11])([CH3:7])([CH3:8])[CH3:6]. The yield is 0.660. (9) The reactants are [Cl:1][C:2]1[C:3]([F:28])=[C:4]([CH:8]2[C:12]([C:15]3[CH:20]=[CH:19][C:18]([Cl:21])=[CH:17][C:16]=3[F:22])([C:13]#[N:14])[CH:11]([CH2:23][C:24]([CH3:27])([CH3:26])[CH3:25])[CH2:10][NH:9]2)[CH:5]=[CH:6][CH:7]=1.[C:29](Cl)(Cl)=[O:30].C(N(CC)CC)C.[C:40]([O:44][C:45]([N:47]1[CH2:52][CH2:51][CH:50]([CH2:53][NH2:54])[CH2:49][CH2:48]1)=[O:46])([CH3:43])([CH3:42])[CH3:41]. The catalyst is C(Cl)Cl. The product is [C:40]([O:44][C:45]([N:47]1[CH2:52][CH2:51][CH:50]([CH2:53][NH:54][C:29]([N:9]2[CH2:10][C@@H:11]([CH2:23][C:24]([CH3:25])([CH3:27])[CH3:26])[C@@:12]([C:15]3[CH:20]=[CH:19][C:18]([Cl:21])=[CH:17][C:16]=3[F:22])([C:13]#[N:14])[C@H:8]2[C:4]2[CH:5]=[CH:6][CH:7]=[C:2]([Cl:1])[C:3]=2[F:28])=[O:30])[CH2:49][CH2:48]1)=[O:46])([CH3:43])([CH3:42])[CH3:41]. The yield is 0.730. (10) The reactants are C(O)(=O)C.[NH2:5][C:6]1[CH:7]=[N:8][CH:9]=[CH:10][C:11]=1[NH:12][C:13]([C:15]1([NH:18][C:19](=[O:28])[O:20][CH2:21][C:22]2[CH:27]=[CH:26][CH:25]=[CH:24][CH:23]=2)[CH2:17][CH2:16]1)=O.C(=O)([O-])[O-].[Na+].[Na+]. The catalyst is C(Cl)Cl.CO. The product is [NH:12]1[C:11]2[CH:10]=[CH:9][N:8]=[CH:7][C:6]=2[N:5]=[C:13]1[C:15]1([NH:18][C:19](=[O:28])[O:20][CH2:21][C:22]2[CH:27]=[CH:26][CH:25]=[CH:24][CH:23]=2)[CH2:17][CH2:16]1. The yield is 0.700.